Dataset: Catalyst prediction with 721,799 reactions and 888 catalyst types from USPTO. Task: Predict which catalyst facilitates the given reaction. (1) Reactant: C([O:4][P:5]([C:11]1[CH:16]=[CH:15][C:14]([O:17][C:18]2[CH:23]=[C:22]([C:24](=[O:31])[NH:25][C:26]3[S:27][CH:28]=[CH:29][N:30]=3)[CH:21]=[C:20]([S:32][C:33]3[N:34]([CH3:38])[CH:35]=[CH:36][N:37]=3)[CH:19]=2)=[CH:13][CH:12]=1)(=[O:10])[O:6]C(C)C)(C)C.[Br:39][Si](C)(C)C. Product: [BrH:39].[CH3:38][N:34]1[CH:35]=[CH:36][N:37]=[C:33]1[S:32][C:20]1[CH:19]=[C:18]([CH:23]=[C:22]([C:24](=[O:31])[NH:25][C:26]2[S:27][CH:28]=[CH:29][N:30]=2)[CH:21]=1)[O:17][C:14]1[CH:15]=[CH:16][C:11]([P:5](=[O:4])([OH:6])[OH:10])=[CH:12][CH:13]=1. The catalyst class is: 2. (2) Reactant: [C:1]1([P:7]([C:14]2[CH:19]=[CH:18][CH:17]=[CH:16][CH:15]=2)[C:8]2[CH:13]=[CH:12][CH:11]=[CH:10][CH:9]=2)[CH:6]=[CH:5][CH:4]=[CH:3][CH:2]=1.[CH:20]([C:28]([CH2:30][Br:31])=[O:29])=[CH:21][C:22]1[CH:27]=[CH:26][CH:25]=[CH:24][CH:23]=1. Product: [Br-:31].[C:14]1([P+:7]([C:1]2[CH:2]=[CH:3][CH:4]=[CH:5][CH:6]=2)([C:8]2[CH:13]=[CH:12][CH:11]=[CH:10][CH:9]=2)[CH2:30][C:28](=[O:29])[CH:20]=[CH:21][C:22]2[CH:27]=[CH:26][CH:25]=[CH:24][CH:23]=2)[CH:15]=[CH:16][CH:17]=[CH:18][CH:19]=1. The catalyst class is: 1. (3) Reactant: [CH:1]1([C:4]([NH:6][C:7]2[CH:12]=[C:11]([O:13][C:14]3[CH:23]=[C:22]4[C:17]([CH2:18][CH2:19][CH:20]([NH:24]C(=O)OC(C)(C)C)[CH2:21]4)=[CH:16][CH:15]=3)[CH:10]=[CH:9][N:8]=2)=[O:5])[CH2:3][CH2:2]1.Cl. Product: [NH2:24][CH:20]1[CH2:21][C:22]2[CH:23]=[C:14]([O:13][C:11]3[CH:10]=[CH:9][N:8]=[C:7]([NH:6][C:4]([CH:1]4[CH2:2][CH2:3]4)=[O:5])[CH:12]=3)[CH:15]=[CH:16][C:17]=2[CH2:18][CH2:19]1. The catalyst class is: 12. (4) Reactant: [Cl:1][C:2]1[N:7]=[CH:6][C:5]2[C:8](=[O:18])[NH:9][N:10]([C:11]([O:13][C:14]([CH3:17])([CH3:16])[CH3:15])=[O:12])[C:4]=2[CH:3]=1.I[CH2:20][CH3:21].C(=O)([O-])[O-].[Cs+].[Cs+].O. Product: [Cl:1][C:2]1[N:7]=[CH:6][C:5]2[C:8]([O:18][CH2:20][CH3:21])=[N:9][N:10]([C:11]([O:13][C:14]([CH3:15])([CH3:17])[CH3:16])=[O:12])[C:4]=2[CH:3]=1. The catalyst class is: 3. (5) Reactant: C([O:5][C:6]1[C:7]([CH2:13][N:14]2[CH2:19][CH2:18][CH:17]([C:20](=[O:29])[CH2:21][C:22]3[CH:27]=[CH:26][CH:25]=[CH:24][C:23]=3[F:28])[CH2:16][CH2:15]2)=[N:8][CH:9]=[C:10]([F:12])[N:11]=1)(C)(C)C. Product: [F:12][C:10]1[NH:11][C:6](=[O:5])[C:7]([CH2:13][N:14]2[CH2:19][CH2:18][CH:17]([C:20](=[O:29])[CH2:21][C:22]3[CH:27]=[CH:26][CH:25]=[CH:24][C:23]=3[F:28])[CH2:16][CH2:15]2)=[N:8][CH:9]=1. The catalyst class is: 55. (6) Reactant: [C:1]([C:3]1[CH:28]=[C:27]([O:29][CH3:30])[C:6]2[NH:7][C:8](=[O:26])[CH:9]([NH:18]C(=O)OC(C)(C)C)[N:10]=[C:11]([C:12]3[CH:17]=[CH:16][CH:15]=[CH:14][CH:13]=3)[C:5]=2[CH:4]=1)#[N:2].C(O)(C(F)(F)F)=O. Product: [NH2:18][CH:9]1[C:8](=[O:26])[NH:7][C:6]2[C:27]([O:29][CH3:30])=[CH:28][C:3]([C:1]#[N:2])=[CH:4][C:5]=2[C:11]([C:12]2[CH:17]=[CH:16][CH:15]=[CH:14][CH:13]=2)=[N:10]1. The catalyst class is: 2. (7) Reactant: [CH:1]1([N:4]([C@H:12]2[CH2:17][CH2:16][NH:15][CH2:14][C@H:13]2[F:18])C(=O)OC(C)(C)C)[CH2:3][CH2:2]1.C(N(CC)CC)C.Cl[C:27]([O:29][CH:30]([CH3:32])[CH3:31])=[O:28].O. Product: [CH:30]([O:29][C:27]([N:15]1[CH2:16][CH2:17][C@H:12]([NH:4][CH:1]2[CH2:2][CH2:3]2)[C@H:13]([F:18])[CH2:14]1)=[O:28])([CH3:32])[CH3:31]. The catalyst class is: 4.